This data is from CYP2C19 inhibition data for predicting drug metabolism from PubChem BioAssay. The task is: Regression/Classification. Given a drug SMILES string, predict its absorption, distribution, metabolism, or excretion properties. Task type varies by dataset: regression for continuous measurements (e.g., permeability, clearance, half-life) or binary classification for categorical outcomes (e.g., BBB penetration, CYP inhibition). Dataset: cyp2c19_veith. (1) The molecule is COc1cc(C=O)ccc1OCCOCCOc1ccccc1Cl. The result is 1 (inhibitor). (2) The drug is Cc1ccc(OCC(O)Cn2c3ccccc3c3ccccc32)cc1. The result is 1 (inhibitor). (3) The compound is CC(CCC(=O)O)(c1cc(Br)c(O)c(Br)c1)c1cc(Br)c(O)c(Br)c1. The result is 0 (non-inhibitor). (4) The result is 0 (non-inhibitor). The compound is CCOC(=O)N/N=C1/C[C@@H](O)[C@@H](O)[C@@H]2[C@@H]3C(=O)N(C[C@@H]4CCCO4)C(=O)[C@H]3CC[C@@H]12. (5) The compound is COc1ccccc1/C=C/C(=O)c1ccc(Cl)cc1. The result is 1 (inhibitor). (6) The drug is CCS(=O)(=O)c1ccc2c(c1)N(S(C)(=O)=O)CC(C(=O)NCCOC)O2. The result is 0 (non-inhibitor). (7) The molecule is COc1ccc(C=O)cc1COc1ccc(C)cc1[N+](=O)[O-]. The result is 1 (inhibitor).